This data is from Reaction yield outcomes from USPTO patents with 853,638 reactions. The task is: Predict the reaction yield, written as a fraction of the theoretical maximum amount of product (1.0 means a 100% yield; for example, 0.34 means a 34% yield). (1) The reactants are [C:1]([O:5][C:6]([NH:8][CH2:9][CH2:10]/[CH:11]=[CH:12]/[CH:13]=[CH:14]/[C:15]([O:17]CC)=[O:16])=[O:7])([CH3:4])([CH3:3])[CH3:2].O[Li].O. The catalyst is CCO. The product is [C:1]([O:5][C:6]([NH:8][CH2:9][CH2:10]/[CH:11]=[CH:12]/[CH:13]=[CH:14]/[C:15]([OH:17])=[O:16])=[O:7])([CH3:4])([CH3:2])[CH3:3]. The yield is 0.880. (2) The reactants are O[C:2]1[N:7]2[N:8]=[CH:9][CH:10]=[C:6]2[N:5]=[C:4]([C:11]([O:13][CH3:14])=[O:12])[CH:3]=1.CC1C(C)=C(N)C=CC=1.P(Cl)(Cl)([Cl:26])=O. No catalyst specified. The product is [Cl:26][C:2]1[N:7]2[N:8]=[CH:9][CH:10]=[C:6]2[N:5]=[C:4]([C:11]([O:13][CH3:14])=[O:12])[CH:3]=1. The yield is 0.990. (3) The product is [Cl:1][C:2]1[CH:7]=[CH:6][C:5]([C:8]2[C:9]([C:14]([OH:16])=[O:15])=[CH:10][CH:11]=[CH:12][CH:13]=2)=[C:4]([CH3:19])[CH:3]=1. The catalyst is C(O)C. The yield is 0.910. The reactants are [Cl:1][C:2]1[CH:7]=[CH:6][C:5]([C:8]2[C:9]([C:14]([O:16]CC)=[O:15])=[CH:10][CH:11]=[CH:12][CH:13]=2)=[C:4]([CH3:19])[CH:3]=1.[OH-].[Na+]. (4) The reactants are [Cl:1][C:2]1[CH:7]=[CH:6][C:5]([C@@:8]2([O:19][CH3:20])[C@H:13]([OH:14])[C@@H:12]([OH:15])[C@H:11]([OH:16])[C@@H:10]([CH2:17][OH:18])[O:9]2)=[CH:4][C:3]=1[CH2:21][C:22]1[CH:27]=[CH:26][C:25]([O:28][CH2:29][C:30]([F:33])([F:32])[F:31])=[CH:24][CH:23]=1.N1C=CN=C1.[Si:39](Cl)([C:42]([CH3:45])([CH3:44])[CH3:43])([CH3:41])[CH3:40].C(=O)(O)[O-].[Na+]. The catalyst is ClCCl. The product is [Si:39]([O:18][CH2:17][C@H:10]1[O:9][C@:8]([C:5]2[CH:6]=[CH:7][C:2]([Cl:1])=[C:3]([CH2:21][C:22]3[CH:27]=[CH:26][C:25]([O:28][CH2:29][C:30]([F:33])([F:31])[F:32])=[CH:24][CH:23]=3)[CH:4]=2)([O:19][CH3:20])[C@H:13]([OH:14])[C@@H:12]([OH:15])[C@@H:11]1[OH:16])([C:42]([CH3:45])([CH3:44])[CH3:43])([CH3:41])[CH3:40]. The yield is 1.00. (5) The product is [Br:1][C:2]1[CH:7]=[C:6]([N+:8]([O-:10])=[O:9])[CH:5]=[CH:4][C:3]=1[OH:11]. The reactants are [Br:1][C:2]1[CH:7]=[C:6]([N+:8]([O-:10])=[O:9])[CH:5]=[CH:4][C:3]=1[O:11]C. The yield is 0.520. The catalyst is CN(C=O)C.CCOC(C)=O.Cl. (6) The catalyst is CO.O. The product is [CH3:1][C:2]1[C:6]2[CH:7]=[C:8]([C:11]3([C:14]([OH:16])=[O:15])[CH2:12][CH2:13]3)[CH:9]=[CH:10][C:5]=2[O:4][N:3]=1. The yield is 0.320. The reactants are [CH3:1][C:2]1[C:6]2[CH:7]=[C:8]([C:11]3([C:14]([O:16]C)=[O:15])[CH2:13][CH2:12]3)[CH:9]=[CH:10][C:5]=2[O:4][N:3]=1.O[Li].O. (7) The reactants are [NH2:1][C:2]1[N:6]([C:7]2[CH:16]=[CH:15][C:10]3[NH:11][C:12]([CH3:14])=[N:13][C:9]=3[CH:8]=2)[N:5]=[CH:4][C:3]=1[C:17]([C:19]1[N:20](S(C2C=CC(C)=CC=2)(=O)=O)[C:21]2[C:26]([C:27]=1[F:28])=[CH:25][CH:24]=[CH:23][CH:22]=2)=[O:18].[OH-].[Na+]. The catalyst is CS(O)(=O)=O. The product is [NH2:1][C:2]1[N:6]([C:7]2[CH:16]=[CH:15][C:10]3[NH:11][C:12]([CH3:14])=[N:13][C:9]=3[CH:8]=2)[N:5]=[CH:4][C:3]=1[C:17]([C:19]1[NH:20][C:21]2[C:26]([C:27]=1[F:28])=[CH:25][CH:24]=[CH:23][CH:22]=2)=[O:18]. The yield is 0.550. (8) The reactants are [C:1]([O:5][C:6]([NH:8][CH:9]([C:13]([F:16])([CH3:15])[CH3:14])[C:10](O)=[O:11])=[O:7])([CH3:4])([CH3:3])[CH3:2].Cl.CN.[CH:20]([N:23](CC)C(C)C)(C)C.O.ON1C2C=CC=CC=2N=N1.CN(C)CCCN=C=NCC. The catalyst is ClCCl. The product is [F:16][C:13]([CH3:15])([CH3:14])[CH:9]([NH:8][C:6](=[O:7])[O:5][C:1]([CH3:4])([CH3:3])[CH3:2])[C:10]([NH:23][CH3:20])=[O:11]. The yield is 1.00. (9) The reactants are Br[C:2]1[CH:7]=[C:6]([CH:8]([F:10])[F:9])[CH:5]=[CH:4][C:3]=1[F:11].[B:12]1([B:12]2[O:16][C:15]([CH3:18])([CH3:17])[C:14]([CH3:20])([CH3:19])[O:13]2)[O:16][C:15]([CH3:18])([CH3:17])[C:14]([CH3:20])([CH3:19])[O:13]1.C([O-])(=O)C.[K+]. The catalyst is O1CCOCC1.C1C=CC(P(C2C=CC=CC=2)[C-]2C=CC=C2)=CC=1.C1C=CC(P(C2C=CC=CC=2)[C-]2C=CC=C2)=CC=1.Cl[Pd]Cl.[Fe+2]. The product is [F:9][CH:8]([F:10])[C:6]1[CH:5]=[CH:4][C:3]([F:11])=[C:2]([B:12]2[O:16][C:15]([CH3:18])([CH3:17])[C:14]([CH3:20])([CH3:19])[O:13]2)[CH:7]=1. The yield is 0.650. (10) The reactants are Cl.[CH3:2][C:3]1([C:9]([O:11][CH2:12][CH3:13])=[O:10])[CH2:8][CH2:7][NH:6][CH2:5][CH2:4]1.CCN(C(C)C)C(C)C.[Br:23][C:24]1[CH:25]=[N:26][C:27](Cl)=[N:28][CH:29]=1. The catalyst is CCO. The product is [Br:23][C:24]1[CH:25]=[N:26][C:27]([N:6]2[CH2:7][CH2:8][C:3]([CH3:2])([C:9]([O:11][CH2:12][CH3:13])=[O:10])[CH2:4][CH2:5]2)=[N:28][CH:29]=1. The yield is 0.750.